From a dataset of Full USPTO retrosynthesis dataset with 1.9M reactions from patents (1976-2016). Predict the reactants needed to synthesize the given product. (1) Given the product [C:1]([O:5][C:6](=[O:18])[CH2:7][N:8]1[C:16]2[C:11](=[CH:12][CH:13]=[C:14]([O:17][C@@H:25]([C:24]3[S:23][C:22]([C:28]4[CH:29]=[CH:30][C:31]([C:34]([F:36])([F:37])[F:35])=[CH:32][CH:33]=4)=[N:21][C:20]=3[CH3:19])[CH3:26])[CH:15]=2)[CH:10]=[CH:9]1)([CH3:4])([CH3:2])[CH3:3], predict the reactants needed to synthesize it. The reactants are: [C:1]([O:5][C:6](=[O:18])[CH2:7][N:8]1[C:16]2[C:11](=[CH:12][CH:13]=[C:14]([OH:17])[CH:15]=2)[CH:10]=[CH:9]1)([CH3:4])([CH3:3])[CH3:2].[CH3:19][C:20]1[N:21]=[C:22]([C:28]2[CH:33]=[CH:32][C:31]([C:34]([F:37])([F:36])[F:35])=[CH:30][CH:29]=2)[S:23][C:24]=1[C@H:25](O)[CH3:26].C(P(CCCC)CCCC)CCC.CN(C)C(N=NC(N(C)C)=O)=O. (2) Given the product [Cl:13][C:10]1[C:9]2[C:4](=[CH:5][C:6]([F:15])=[CH:7][C:8]=2[F:14])[N:3]=[C:2]([N:20]2[CH2:21][CH2:22][CH2:23][C@@H:19]2[CH2:18][O:17][CH3:16])[C:11]=1[CH3:12], predict the reactants needed to synthesize it. The reactants are: Cl[C:2]1[C:11]([CH3:12])=[C:10]([Cl:13])[C:9]2[C:4](=[CH:5][C:6]([F:15])=[CH:7][C:8]=2[F:14])[N:3]=1.[CH3:16][O:17][CH2:18][C@H:19]1[CH2:23][CH2:22][CH2:21][NH:20]1.C(N(CC)CC)C.